Task: Predict the reactants needed to synthesize the given product.. Dataset: Full USPTO retrosynthesis dataset with 1.9M reactions from patents (1976-2016) (1) Given the product [Cl:42][C:39]1[CH:40]=[CH:41][C:36]([C:28]2[N:29]=[C:30]3[CH:35]=[CH:34][CH:33]=[CH:32][N:31]3[C:27]=2[CH2:26][N:48]2[C:49]3[CH:55]=[CH:54][CH:53]=[CH:52][C:50]=3[N:51]=[C:47]2[C:45]([NH:44][CH3:43])=[O:46])=[CH:37][CH:38]=1, predict the reactants needed to synthesize it. The reactants are: N1(CC2N3C=C(C)C=CC3=NC=2C2C=CC(C)=CC=2)C=CN=C1.Cl.Cl[CH2:26][C:27]1[N:31]2[CH:32]=[CH:33][CH:34]=[CH:35][C:30]2=[N:29][C:28]=1[C:36]1[CH:41]=[CH:40][C:39]([Cl:42])=[CH:38][CH:37]=1.[CH3:43][NH:44][C:45]([C:47]1[NH:51][C:50]2[CH:52]=[CH:53][CH:54]=[CH:55][C:49]=2[N:48]=1)=[O:46]. (2) Given the product [C:16]1([CH2:15][CH2:14][N:9]2[CH2:8][CH2:7][C:6]3[C:11](=[CH:12][CH:13]=[C:4]([NH2:1])[CH:5]=3)[CH2:10]2)[CH:17]=[CH:18][CH:19]=[CH:20][CH:21]=1, predict the reactants needed to synthesize it. The reactants are: [N+:1]([C:4]1[CH:5]=[C:6]2[C:11](=[CH:12][CH:13]=1)[CH2:10][N:9]([CH2:14][CH2:15][C:16]1[CH:21]=[CH:20][CH:19]=[CH:18][CH:17]=1)[CH2:8][CH2:7]2)([O-])=O.[H][H]. (3) Given the product [NH2:1][C:4]1[CH:5]=[C:6]2[C:11](=[CH:12][CH:13]=1)[N:10]=[C:9]([C:14]1[CH:22]=[CH:21][C:17]3[O:18][CH2:19][O:20][C:16]=3[CH:15]=1)[N:8]=[CH:7]2, predict the reactants needed to synthesize it. The reactants are: [N+:1]([C:4]1[CH:5]=[C:6]2[C:11](=[CH:12][CH:13]=1)[N:10]=[C:9]([C:14]1[CH:22]=[CH:21][C:17]3[O:18][CH2:19][O:20][C:16]=3[CH:15]=1)[N:8]=[CH:7]2)([O-])=O.Cl[Sn]Cl. (4) Given the product [F:1][C:2]1[CH:3]=[C:4]2[C:11](=[CH:12][C:13]=1[F:14])[CH2:10][CH:6]([NH2:7])[CH2:5]2, predict the reactants needed to synthesize it. The reactants are: [F:1][C:2]1[CH:3]=[C:4]2[C:11](=[CH:12][C:13]=1[F:14])[CH:10]1[CH:6]([NH:7]C(=O)O1)[CH2:5]2. (5) Given the product [CH3:31][O:30][C:25](=[O:29])[C:26]([C:37]1[CH:38]=[CH:33][CH:34]=[C:35]([CH:39]2[O:40][CH2:41][CH2:42][O:43]2)[CH:36]=1)([CH3:28])[CH3:27], predict the reactants needed to synthesize it. The reactants are: C1(NC2CCCCC2)CCCCC1.[Li]CCCC.CCCCCC.[C:25]([O:30][CH3:31])(=[O:29])[CH:26]([CH3:28])[CH3:27].Br[C:33]1[CH:34]=[C:35]([CH:39]2[O:43][CH2:42][CH2:41][O:40]2)[CH:36]=[CH:37][CH:38]=1.P(C(C)(C)C)(C(C)(C)C)C(C)(C)C. (6) Given the product [C:28]([O:27][C:25]([N:22]1[CH2:23][CH2:24][CH:19]([O:18][C:15]2[CH:14]=[CH:13][C:12]([NH:11][CH2:32][C:33]3[N:37]([CH2:38][C:39]([OH:41])=[O:40])[C:36]4[CH:42]=[CH:43][C:44]([C:46]#[N:47])=[CH:45][C:35]=4[N:34]=3)=[CH:17][CH:16]=2)[CH2:20][CH2:21]1)=[O:26])([CH3:31])([CH3:29])[CH3:30], predict the reactants needed to synthesize it. The reactants are: C(OC([N:11]([CH2:32][C:33]1[N:37]([CH2:38][C:39]([OH:41])=[O:40])[C:36]2[CH:42]=[CH:43][C:44]([C:46]#[N:47])=[CH:45][C:35]=2[N:34]=1)[C:12]1[CH:17]=[CH:16][C:15]([O:18][CH:19]2[CH2:24][CH2:23][N:22]([C:25]([O:27][C:28]([CH3:31])([CH3:30])[CH3:29])=[O:26])[CH2:21][CH2:20]2)=[CH:14][CH:13]=1)=O)C1C=CC=CC=1. (7) Given the product [OH:1][C:2]1[CH:6]=[C:5]([CH2:7][CH2:8][C:9]([NH:12][CH2:13][CH:14]2[CH2:19][CH2:18][N:17]([C:20]([O:22][CH2:23][C:24]3[CH:25]=[C:26]([Cl:31])[CH:27]=[C:28]([Cl:30])[CH:29]=3)=[O:21])[CH:16]([CH3:32])[CH2:15]2)=[O:11])[O:4][N:3]=1, predict the reactants needed to synthesize it. The reactants are: [OH:1][C:2]1[CH:6]=[C:5]([CH2:7][CH2:8][C:9]([OH:11])=O)[O:4][N:3]=1.[NH2:12][CH2:13][CH:14]1[CH2:19][CH2:18][N:17]([C:20]([O:22][CH2:23][C:24]2[CH:29]=[C:28]([Cl:30])[CH:27]=[C:26]([Cl:31])[CH:25]=2)=[O:21])[CH:16]([CH3:32])[CH2:15]1.CCN(C(C)C)C(C)C.C(P1(=O)OP(CCC)(=O)OP(CCC)(=O)O1)CC. (8) The reactants are: [CH2:1]([O:3][C:4]1[CH:9]=[CH:8][C:7]([S:10]([N:13]2[CH2:18][CH2:17][N:16]([CH3:19])[CH2:15][CH2:14]2)(=[O:12])=[O:11])=[CH:6][C:5]=1[C:20]1[NH:25][C:24](=[O:26])[C:23]2=[C:27]([CH3:33])[N:28]=[C:29]([CH2:30][CH2:31][CH3:32])[N:22]2[N:21]=1)[CH3:2].[C:34]([OH:39])(=[O:38])[CH:35]([CH3:37])[OH:36]. Given the product [C:34]([OH:39])(=[O:38])[CH:35]([CH3:37])[OH:36].[CH2:1]([O:3][C:4]1[CH:9]=[CH:8][C:7]([S:10]([N:13]2[CH2:14][CH2:15][N:16]([CH3:19])[CH2:17][CH2:18]2)(=[O:12])=[O:11])=[CH:6][C:5]=1[C:20]1[NH:25][C:24](=[O:26])[C:23]2=[C:27]([CH3:33])[N:28]=[C:29]([CH2:30][CH2:31][CH3:32])[N:22]2[N:21]=1)[CH3:2], predict the reactants needed to synthesize it. (9) Given the product [Cl:22][C:23]1[CH:24]=[CH:25][C:26]([N:29]2[C:33]([CH:34]([CH3:35])[CH3:36])=[C:32]([NH:37][C:14](=[O:16])[C@@H:13]([N:3]3[CH:4]=[C:5]([C:7]([F:8])([F:9])[F:10])[N:6]=[C:2]3[CH3:1])[CH3:19])[CH:31]=[N:30]2)=[CH:27][CH:28]=1, predict the reactants needed to synthesize it. The reactants are: [CH3:1][C:2]1[N:3]([CH:13]([CH2:19]C=C)[C:14]([O:16]CC)=O)[C:4](C=C)=[C:5]([C:7]([F:10])([F:9])[F:8])[N:6]=1.[Cl:22][C:23]1[CH:28]=[CH:27][C:26]([N:29]2[C:33]([CH:34]([CH3:36])[CH3:35])=[C:32]([NH2:37])[CH:31]=[N:30]2)=[CH:25][CH:24]=1.CCN(CC)CC.CN(C(ON1N=NC2C=CC=NC1=2)=[N+](C)C)C.F[P-](F)(F)(F)(F)F.